From a dataset of Reaction yield outcomes from USPTO patents with 853,638 reactions. Predict the reaction yield, written as a fraction of the theoretical maximum amount of product (1.0 means a 100% yield; for example, 0.34 means a 34% yield). (1) The reactants are [CH2:1]([O:3][CH:4]([O:20][CH2:21][CH3:22])[CH2:5][N:6]1[C:14]2[CH2:13][CH2:12][CH2:11][CH2:10][C:9]=2[CH:8]=[C:7]1[C:15]([O:17]CC)=[O:16])[CH3:2].C(O)C.O1CCCC1.[OH-].[Na+]. The catalyst is O. The product is [CH2:21]([O:20][CH:4]([O:3][CH2:1][CH3:2])[CH2:5][N:6]1[C:14]2[CH2:13][CH2:12][CH2:11][CH2:10][C:9]=2[CH:8]=[C:7]1[C:15]([OH:17])=[O:16])[CH3:22]. The yield is 0.780. (2) The reactants are [C:1]([O:5][C:6]([N:8](C(OC(C)(C)C)=O)[C:9]1[N:14]=[CH:13][C:12]([Br:15])=[CH:11][N:10]=1)=[O:7])([CH3:4])([CH3:3])[CH3:2].[OH-].[Na+].C(O)(=O)C(O)=O. The catalyst is C(O)C.O. The product is [Br:15][C:12]1[CH:13]=[N:14][C:9]([NH:8][C:6](=[O:7])[O:5][C:1]([CH3:3])([CH3:2])[CH3:4])=[N:10][CH:11]=1. The yield is 0.850. (3) The reactants are [CH2:1]([O:8][C@H:9]1[C@H:14]([O:15][CH2:16][C:17]2[CH:22]=[CH:21][CH:20]=[CH:19][CH:18]=2)[C@H:13]([O:23][CH2:24][C:25]2[CH:30]=[CH:29][CH:28]=[CH:27][CH:26]=2)[C@H:12]([CH3:31])[O:11][C@H:10]1[CH2:32][CH2:33][CH2:34][OH:35])[C:2]1[CH:7]=[CH:6][CH:5]=[CH:4][CH:3]=1.CCN(C(C)C)C(C)C.[CH3:45][S:46](Cl)(=[O:48])=[O:47]. The catalyst is C(Cl)Cl. The product is [CH3:45][S:46]([O:35][CH2:34][CH2:33][CH2:32][C@@H:10]1[O:11][C@@H:12]([CH3:31])[C@@H:13]([O:23][CH2:24][C:25]2[CH:26]=[CH:27][CH:28]=[CH:29][CH:30]=2)[C@@H:14]([O:15][CH2:16][C:17]2[CH:22]=[CH:21][CH:20]=[CH:19][CH:18]=2)[C@@H:9]1[O:8][CH2:1][C:2]1[CH:7]=[CH:6][CH:5]=[CH:4][CH:3]=1)(=[O:48])=[O:47]. The yield is 1.00. (4) The reactants are [NH2:1][C:2]1[C:7]([NH2:8])=[CH:6][N:5]=[CH:4][N:3]=1.[F:9][C:10]1[CH:18]=[CH:17][CH:16]=[CH:15][C:11]=1[C:12](O)=O.[OH-].[Na+]. The catalyst is O. The product is [F:9][C:10]1[CH:18]=[CH:17][CH:16]=[CH:15][C:11]=1[C:12]1[NH:8][C:7]2[C:2](=[N:3][CH:4]=[N:5][CH:6]=2)[N:1]=1. The yield is 0.885. (5) The reactants are FC(F)(F)C(O)=O.[Cl:8][C:9]1[CH:10]=[C:11]([NH:16][C:17]2[C:26]3[C:21](=[CH:22][C:23]([OH:29])=[C:24]([O:27][CH3:28])[CH:25]=3)[N:20]=[CH:19][N:18]=2)[CH:12]=[CH:13][C:14]=1[Cl:15].CS(O[CH:35]1[CH2:49][C@@H:38]2[CH2:39][N:40]([C:42]([O:44][C:45]([CH3:48])([CH3:47])[CH3:46])=[O:43])[CH2:41][C@@H:37]2[CH2:36]1)(=O)=O.C(=O)([O-])[O-].[K+].[K+]. The catalyst is CN(C)C(=O)C.CO.C(OCC)(=O)C. The product is [Cl:8][C:9]1[CH:10]=[C:11]([NH:16][C:17]2[C:26]3[C:21](=[CH:22][C:23]([O:29][CH:35]4[CH2:49][C@@H:38]5[CH2:39][N:40]([C:42]([O:44][C:45]([CH3:47])([CH3:46])[CH3:48])=[O:43])[CH2:41][C@@H:37]5[CH2:36]4)=[C:24]([O:27][CH3:28])[CH:25]=3)[N:20]=[CH:19][N:18]=2)[CH:12]=[CH:13][C:14]=1[Cl:15]. The yield is 0.980.